This data is from Full USPTO retrosynthesis dataset with 1.9M reactions from patents (1976-2016). The task is: Predict the reactants needed to synthesize the given product. (1) Given the product [N:15]1([C:2]2[CH:11]=[CH:10][C:9]([N+:12]([O-:14])=[O:13])=[C:8]3[C:3]=2[CH:4]=[CH:5][CH:6]=[N:7]3)[CH2:20][CH2:19][O:18][CH2:17][CH2:16]1, predict the reactants needed to synthesize it. The reactants are: Cl[C:2]1[CH:11]=[CH:10][C:9]([N+:12]([O-:14])=[O:13])=[C:8]2[C:3]=1[CH:4]=[CH:5][CH:6]=[N:7]2.[NH:15]1[CH2:20][CH2:19][O:18][CH2:17][CH2:16]1. (2) Given the product [Br:1][C:2]1[C:7]([O:8][CH2:19][C:18]([O:17][CH2:15][CH3:16])=[O:21])=[CH:6][CH:5]=[CH:4][N:3]=1, predict the reactants needed to synthesize it. The reactants are: [Br:1][C:2]1[C:7]([OH:8])=[CH:6][CH:5]=[CH:4][N:3]=1.C(=O)([O-])[O-].[K+].[K+].[CH2:15]([O:17][C:18](=[O:21])[CH2:19]Br)[CH3:16].O.